This data is from Forward reaction prediction with 1.9M reactions from USPTO patents (1976-2016). The task is: Predict the product of the given reaction. (1) Given the reactants [H-].[Na+].[C:3]1([CH:9]([N:13]2[CH:17]=[C:16]([C:18]3[C:19]4[CH:26]=[CH:25][N:24]([CH2:27][O:28][CH2:29][CH2:30][Si:31]([CH3:34])([CH3:33])[CH3:32])[C:20]=4[N:21]=[CH:22][N:23]=3)[CH:15]=[N:14]2)[CH2:10][CH2:11][OH:12])[CH:8]=[CH:7][CH:6]=[CH:5][CH:4]=1.[CH3:35]N(C=O)C.CI, predict the reaction product. The product is: [CH3:35][O:12][CH2:11][CH2:10][CH:9]([N:13]1[CH:17]=[C:16]([C:18]2[C:19]3[CH:26]=[CH:25][N:24]([CH2:27][O:28][CH2:29][CH2:30][Si:31]([CH3:33])([CH3:32])[CH3:34])[C:20]=3[N:21]=[CH:22][N:23]=2)[CH:15]=[N:14]1)[C:3]1[CH:8]=[CH:7][CH:6]=[CH:5][CH:4]=1. (2) The product is: [CH3:1][O:2][C:3]1[CH:4]=[C:5]2[C:9](=[CH:10][C:11]=1[O:12][CH3:13])[C:8](=[C:17]1[C:18]3[C:23](=[CH:22][CH:21]=[CH:20][CH:19]=3)[NH:15][C:16]1=[O:24])[CH2:7][CH2:6]2. Given the reactants [CH3:1][O:2][C:3]1[CH:4]=[C:5]2[C:9](=[CH:10][C:11]=1[O:12][CH3:13])[C:8](=O)[CH2:7][CH2:6]2.[NH:15]1[C:23]2[C:18](=[CH:19][CH:20]=[CH:21][CH:22]=2)[CH2:17][C:16]1=[O:24].N1CCCCC1.Cl, predict the reaction product. (3) The product is: [C:22]([C:19]1[CH:20]=[CH:21][C:16]([N:11]2[C@@H:10]3[CH2:28][CH2:29][C:7]([C:41]4[CH:42]=[CH:43][C:44]([C:45]([NH:46][CH3:47])=[O:48])=[C:39]([F:38])[CH:40]=4)=[CH:8][C@H:9]3[N:13]([CH3:14])[C:12]2=[O:15])=[CH:17][C:18]=1[C:24]([F:26])([F:27])[F:25])#[N:23]. Given the reactants FC(F)(F)S(O[C:7]1[CH2:29][CH2:28][C@H:10]2[N:11]([C:16]3[CH:21]=[CH:20][C:19]([C:22]#[N:23])=[C:18]([C:24]([F:27])([F:26])[F:25])[CH:17]=3)[C:12](=[O:15])[N:13]([CH3:14])[C@@H:9]2[CH:8]=1)(=O)=O.C([O-])([O-])=O.[Na+].[Na+].[F:38][C:39]1[CH:40]=[C:41](B(O)O)[CH:42]=[CH:43][C:44]=1[C:45](=[O:48])[NH:46][CH3:47].[Al], predict the reaction product. (4) Given the reactants [C:1]([O:5][C:6]1[CH:11]=[CH:10][C:9]([Cl:12])=[CH:8][CH:7]=1)(=[O:4])[CH:2]=[CH2:3].[N:13]1[CH:18]=[CH:17][CH:16]=[C:15]([CH:19]=[O:20])[CH:14]=1.C1N2CCN(CC2)C1, predict the reaction product. The product is: [OH:20][CH:19]([C:15]1[CH:14]=[N:13][CH:18]=[CH:17][CH:16]=1)[C:2](=[CH2:3])[C:1]([O:5][C:6]1[CH:11]=[CH:10][C:9]([Cl:12])=[CH:8][CH:7]=1)=[O:4].